Dataset: Forward reaction prediction with 1.9M reactions from USPTO patents (1976-2016). Task: Predict the product of the given reaction. (1) Given the reactants [OH:1][CH:2]([CH2:16][CH3:17])[CH:3]([C:5]1([OH:15])[CH2:10][CH:9]2[C:11]([CH3:13])([CH3:12])[C:6]1([CH3:14])[CH2:7][CH2:8]2)[CH3:4].[CH3:18][C@@:19]12C(C)(C)[C@@H](C[C@@]31[C@@H](C)COC(C)(C)O3)C[CH2:20]2, predict the reaction product. The product is: [CH2:16]([CH:2]1[O:1][C:19]([CH3:20])([CH3:18])[O:15][C:5]2([CH2:10][CH:9]3[C:11]([CH3:12])([CH3:13])[C:6]2([CH3:14])[CH2:7][CH2:8]3)[CH:3]1[CH3:4])[CH3:17]. (2) Given the reactants [F:1][C:2]1[CH:3]=[C:4]([CH:29]=[C:30]([F:32])[CH:31]=1)[CH2:5][NH:6][C:7]1[CH:12]=[C:11]([NH:13][C:14]2[CH:19]=[CH:18][C:17]([N:20]3[CH2:25][CH2:24][O:23][CH2:22][CH2:21]3)=[CH:16][CH:15]=2)[N:10]=[CH:9][C:8]=1C(O)=O.Cl.C(N=C=NCCCN(C)C)C.O.O[N:47]1[C:51]2[CH:52]=CC=CC=2N=N1.C(N)C.C1C[O:62][CH2:61][CH2:60]1, predict the reaction product. The product is: [F:1][C:2]1[CH:3]=[C:4]([CH:29]=[C:30]([F:32])[CH:31]=1)[CH2:5][NH:6][C:7]1[CH:12]=[C:11]([NH:13][C:14]2[CH:19]=[CH:18][C:17]([N:20]3[CH2:21][CH2:22][O:23][CH2:24][CH2:25]3)=[CH:16][CH:15]=2)[N:10]=[CH:9][C:8]=1[CH2:60][C:61]([NH:47][CH2:51][CH3:52])=[O:62]. (3) Given the reactants [CH3:1][C:2]1[CH:7]=[CH:6][C:5]([S:8]([O:11][CH2:12][CH2:13][O:14][CH2:15][CH2:16][O:17][CH2:18][CH2:19][O:20][CH2:21][C:22]([O:24]CC)=[O:23])(=[O:10])=[O:9])=[CH:4][CH:3]=1.[OH-].[Na+].Cl, predict the reaction product. The product is: [S:8]([O:11][CH2:12][CH2:13][O:14][CH2:15][CH2:16][O:17][CH2:18][CH2:19][O:20][CH2:21][C:22]([OH:24])=[O:23])([C:5]1[CH:4]=[CH:3][C:2]([CH3:1])=[CH:7][CH:6]=1)(=[O:9])=[O:10]. (4) The product is: [CH3:1][C:2]1([CH3:33])[CH2:11][CH2:10][C:9]2[N:8]=[CH:7][N:6]=[C:5]([N:12]3[CH2:18][C:17]4[CH:19]=[C:20]([C:23]5[CH:24]=[C:25]([NH2:30])[C:26]([NH2:29])=[N:27][CH:28]=5)[CH:21]=[CH:22][C:16]=4[O:15][CH2:14][CH2:13]3)[C:4]=2[CH2:3]1. Given the reactants [CH3:1][C:2]1([CH3:33])[CH2:11][CH2:10][C:9]2[N:8]=[CH:7][N:6]=[C:5]([N:12]3[CH2:18][C:17]4[CH:19]=[C:20]([C:23]5[CH:24]=[C:25]([N+:30]([O-])=O)[C:26]([NH2:29])=[N:27][CH:28]=5)[CH:21]=[CH:22][C:16]=4[O:15][CH2:14][CH2:13]3)[C:4]=2[CH2:3]1, predict the reaction product. (5) Given the reactants C([NH:8][CH2:9][CH2:10][C:11]1[CH:16]=[CH:15][C:14]([OH:17])=[CH:13][CH:12]=1)(OC(C)(C)C)=O.Cl.O1CCOCC1, predict the reaction product. The product is: [NH2:8][CH2:9][CH2:10][C:11]1[CH:16]=[CH:15][C:14]([OH:17])=[CH:13][CH:12]=1. (6) Given the reactants [Cl:1][C:2]1[CH:7]=[CH:6][C:5]([S:8][C:9]2[CH:14]=[CH:13][CH:12]=[CH:11][C:10]=2[CH:15]=[CH:16][C:17]([OH:19])=O)=[CH:4][CH:3]=1.[CH2:20]([NH2:22])[CH3:21], predict the reaction product. The product is: [Cl:1][C:2]1[CH:3]=[CH:4][C:5]([S:8][C:9]2[CH:14]=[CH:13][CH:12]=[CH:11][C:10]=2/[CH:15]=[CH:16]/[C:17]([NH:22][CH2:20][CH3:21])=[O:19])=[CH:6][CH:7]=1. (7) Given the reactants [C:1]([O:5][C:6]([N:8]1[CH2:13][CH2:12][CH:11]([NH2:14])[CH2:10][CH2:9]1)=[O:7])([CH3:4])([CH3:3])[CH3:2].[CH3:15][C:16]1[CH:23]=[CH:22][C:19]([CH:20]=O)=[CH:18][C:17]=1[O:24][C:25]([F:28])([F:27])[F:26].[BH4-].[Na+].C(O)(=O)C, predict the reaction product. The product is: [C:1]([O:5][C:6]([N:8]1[CH2:13][CH2:12][CH:11]([NH:14][CH2:20][C:19]2[CH:22]=[CH:23][C:16]([CH3:15])=[C:17]([O:24][C:25]([F:26])([F:28])[F:27])[CH:18]=2)[CH2:10][CH2:9]1)=[O:7])([CH3:4])([CH3:2])[CH3:3]. (8) The product is: [Br:11][CH2:1][CH2:2][CH2:3][CH:4]1[CH2:5][CH:6]2[CH2:7][CH:8]1[CH:9]=[CH:10]2. Given the reactants [CH2:1]1[CH:5]2[CH:6]3[CH:10]=[CH:9][CH:8]([CH:4]2[CH:3]=[CH:2]1)[CH2:7]3.[Br:11]CCCC=C.C(C1C(O)=C(C(C)(C)C)C=C(C)C=1)(C)(C)C.O=O, predict the reaction product. (9) Given the reactants Br[C@H:2]1[CH2:21][N:5]2[C:6](=[O:20])[N:7]([C:9]3[CH:14]=[CH:13][C:12]([O:15][C:16]([F:19])([F:18])[F:17])=[CH:11][CH:10]=3)[CH2:8][C@@H:4]2[CH2:3]1.[N-:22]=[N+:23]=[N-:24].[Na+].O, predict the reaction product. The product is: [N:22]([C@@H:2]1[CH2:21][N:5]2[C:6](=[O:20])[N:7]([C:9]3[CH:14]=[CH:13][C:12]([O:15][C:16]([F:19])([F:18])[F:17])=[CH:11][CH:10]=3)[CH2:8][C@@H:4]2[CH2:3]1)=[N+:23]=[N-:24]. (10) Given the reactants [F:1][C:2]1[C:12]([C:13]#[N:14])=[C:6]2[CH2:7][CH:8]([O:10][CH3:11])[O:9][C:5]2=[CH:4][CH:3]=1, predict the reaction product. The product is: [NH3:14].[F:1][C:2]1[CH:3]=[CH:4][C:5]2[O:9][CH:8]([O:10][CH3:11])[CH2:7][C:6]=2[C:12]=1[CH2:13][NH2:14].